Regression/Classification. Given a drug SMILES string, predict its absorption, distribution, metabolism, or excretion properties. Task type varies by dataset: regression for continuous measurements (e.g., permeability, clearance, half-life) or binary classification for categorical outcomes (e.g., BBB penetration, CYP inhibition). Dataset: cyp2d6_veith. From a dataset of CYP2D6 inhibition data for predicting drug metabolism from PubChem BioAssay. The result is 0 (non-inhibitor). The compound is CCCOc1ccc(-c2nc(OC)c3ccccc3n2)cc1.